From a dataset of Forward reaction prediction with 1.9M reactions from USPTO patents (1976-2016). Predict the product of the given reaction. (1) Given the reactants FC(F)(F)C(O)=O.C(O[C:13]([NH:15][C@H:16]1[CH2:21][CH2:20][C@H:19]([CH2:22][C:23]([OH:25])=[O:24])[CH2:18][CH2:17]1)=[O:14])(C)(C)C.C1(=O)O[C:29](=[O:30])[C:28]2=[CH:32][CH:33]=[CH:34][CH:35]=[C:27]12.CO, predict the reaction product. The product is: [O:30]=[C:29]1[C:28]2[C:27](=[CH:35][CH:34]=[CH:33][CH:32]=2)[C:13](=[O:14])[N:15]1[C@H:16]1[CH2:17][CH2:18][C@H:19]([CH2:22][C:23]([OH:25])=[O:24])[CH2:20][CH2:21]1. (2) Given the reactants [C:1]([NH:4][C:5]1[CH:6]=[C:7]([CH:11]=[CH:12][C:13]=1[CH3:14])[C:8]([OH:10])=[O:9])(=[O:3])[CH3:2].[N+:15]([O-])([OH:17])=[O:16], predict the reaction product. The product is: [C:1]([NH:4][C:5]1[C:6]([N+:15]([O-:17])=[O:16])=[C:7]([CH:11]=[CH:12][C:13]=1[CH3:14])[C:8]([OH:10])=[O:9])(=[O:3])[CH3:2]. (3) Given the reactants [NH2:1][C@H:2]1[CH2:6][C@H:5]([OH:7])[C@@H:4]([CH2:8][OH:9])[CH2:3]1.[Cl:10][C:11]1[CH:16]=[C:15](Cl)[N:14]=[CH:13][N:12]=1.CCN(CC)CC, predict the reaction product. The product is: [Cl:10][C:11]1[N:12]=[CH:13][N:14]=[C:15]([NH:1][C@H:2]2[CH2:6][C@H:5]([OH:7])[C@@H:4]([CH2:8][OH:9])[CH2:3]2)[CH:16]=1.